Dataset: Forward reaction prediction with 1.9M reactions from USPTO patents (1976-2016). Task: Predict the product of the given reaction. (1) Given the reactants [CH2:1]([C:3]1[N:7]([C:8]2[N:16]=[C:15]3[C:11]([N:12]=[C:13]([CH:18]=O)[N:14]3[CH3:17])=[C:10]([N:20]3[CH2:25][CH2:24][O:23][CH2:22][CH2:21]3)[N:9]=2)[C:6]2[CH:26]=[CH:27][CH:28]=[CH:29][C:5]=2[N:4]=1)[CH3:2].[F:30][C:31]1([F:39])[CH2:34][N:33]([CH:35]2[CH2:38][NH:37][CH2:36]2)[CH2:32]1.C(O[BH-](OC(=O)C)OC(=O)C)(=O)C.[Na+], predict the reaction product. The product is: [F:30][C:31]1([F:39])[CH2:34][N:33]([CH:35]2[CH2:38][N:37]([CH2:18][C:13]3[N:14]([CH3:17])[C:15]4[C:11]([N:12]=3)=[C:10]([N:20]3[CH2:21][CH2:22][O:23][CH2:24][CH2:25]3)[N:9]=[C:8]([N:7]3[C:6]5[CH:26]=[CH:27][CH:28]=[CH:29][C:5]=5[N:4]=[C:3]3[CH2:1][CH3:2])[N:16]=4)[CH2:36]2)[CH2:32]1. (2) Given the reactants [CH2:1]([O:8][C:9]1[CH:33]=[CH:32][C:12]([CH2:13][N:14]([CH2:24][CH2:25][C:26]2[CH:31]=[CH:30][CH:29]=[CH:28][N:27]=2)[C:15](=[O:23])[C:16]2[CH:21]=[CH:20][CH:19]=[CH:18][C:17]=2[Cl:22])=[CH:11][C:10]=1[O:34][CH2:35][C:36]([O:38]C)=O)[C:2]1[CH:7]=[CH:6][CH:5]=[CH:4][CH:3]=1.[NH4+:40].[Cl-].[NH4+].[OH-], predict the reaction product. The product is: [CH2:1]([O:8][C:9]1[CH:33]=[CH:32][C:12]([CH2:13][N:14]([CH2:24][CH2:25][C:26]2[CH:31]=[CH:30][CH:29]=[CH:28][N:27]=2)[C:15](=[O:23])[C:16]2[CH:21]=[CH:20][CH:19]=[CH:18][C:17]=2[Cl:22])=[CH:11][C:10]=1[O:34][CH2:35][C:36](=[O:38])[NH2:40])[C:2]1[CH:3]=[CH:4][CH:5]=[CH:6][CH:7]=1.